This data is from Reaction yield outcomes from USPTO patents with 853,638 reactions. The task is: Predict the reaction yield, written as a fraction of the theoretical maximum amount of product (1.0 means a 100% yield; for example, 0.34 means a 34% yield). The reactants are Br[C:2]1[CH:7]=[CH:6][CH:5]=[CH:4][N:3]=1.[CH2:8]([C:12]1[O:16][N:15]=[C:14]([C:17]2[CH:22]=[CH:21][C:20]([F:23])=[CH:19][CH:18]=2)[CH:13]=1)[CH2:9][C:10]#[CH:11]. No catalyst specified. The product is [F:23][C:20]1[CH:19]=[CH:18][C:17]([C:14]2[CH:13]=[C:12]([CH2:8][CH2:9][C:10]#[C:11][C:2]3[CH:7]=[CH:6][CH:5]=[CH:4][N:3]=3)[O:16][N:15]=2)=[CH:22][CH:21]=1. The yield is 0.250.